Dataset: Forward reaction prediction with 1.9M reactions from USPTO patents (1976-2016). Task: Predict the product of the given reaction. (1) The product is: [CH2:16]([O:23][CH2:24][CH2:25][C@H:26]([NH:30][C:31](=[O:32])[O:33][C:34]([CH3:36])([CH3:35])[CH3:37])[C:27](=[O:28])[NH:1][N:2]1[CH:6]=[CH:5][CH:4]=[C:3]1[C:7](=[O:8])[NH:9][C:10]1[CH:15]=[CH:14][CH:13]=[CH:12][CH:11]=1)[C:17]1[CH:18]=[CH:19][CH:20]=[CH:21][CH:22]=1. Given the reactants [NH2:1][N:2]1[CH:6]=[CH:5][CH:4]=[C:3]1[C:7]([NH:9][C:10]1[CH:15]=[CH:14][CH:13]=[CH:12][CH:11]=1)=[O:8].[CH2:16]([O:23][CH2:24][CH2:25][C@H:26]([NH:30][C:31]([O:33][C:34]([CH3:37])([CH3:36])[CH3:35])=[O:32])[C:27](O)=[O:28])[C:17]1[CH:22]=[CH:21][CH:20]=[CH:19][CH:18]=1.C(N(CC)C(C)C)(C)C.C(P1(=O)OP(CCC)(=O)OP(CCC)(=O)O1)CC, predict the reaction product. (2) Given the reactants [OH:1][C:2]1[CH:3]=[CH:4][CH:5]=[C:6]2[C:11]=1[N:10]=[CH:9][CH:8]=[CH:7]2.[N:12]1[CH:17]=[CH:16][C:15]([CH:18]=O)=[CH:14][CH:13]=1.[CH2:20]([NH2:27])[C:21]1[CH:26]=[CH:25][CH:24]=[CH:23][CH:22]=1, predict the reaction product. The product is: [CH2:20]([NH:27][CH:18]([C:15]1[CH:16]=[CH:17][N:12]=[CH:13][CH:14]=1)[C:3]1[C:2]([OH:1])=[C:11]2[C:6]([CH:7]=[CH:8][CH:9]=[N:10]2)=[CH:5][CH:4]=1)[C:21]1[CH:26]=[CH:25][CH:24]=[CH:23][CH:22]=1. (3) The product is: [F:1][C:2]([CH3:32])([CH3:31])[CH2:3][CH2:4][C:5]([N:7]1[CH2:8][CH2:9][N:10]([C:13]2[C:22]3[C:17](=[CH:18][C:19]([CH3:23])=[CH:20][CH:21]=3)[N:16]=[C:15]([C:24]3[CH:29]=[CH:28][CH:27]=[CH:26][C:25]=3[OH:30])[N:14]=2)[CH2:11][CH2:12]1)=[O:6]. Given the reactants [F:1][C:2]([CH3:32])([CH3:31])[CH:3]=[CH:4][C:5]([N:7]1[CH2:12][CH2:11][N:10]([C:13]2[C:22]3[C:17](=[CH:18][C:19]([CH3:23])=[CH:20][CH:21]=3)[N:16]=[C:15]([C:24]3[CH:29]=[CH:28][CH:27]=[CH:26][C:25]=3[OH:30])[N:14]=2)[CH2:9][CH2:8]1)=[O:6].[H][H], predict the reaction product. (4) Given the reactants Cl[C:2]1[N:7]=[CH:6][C:5]([CH2:8][C:9]([N:11]2[CH2:15][CH2:14][CH2:13][CH2:12]2)=[O:10])=[CH:4][CH:3]=1.[CH2:16]([C:23]1[C:32]2[C:27](=[CH:28][CH:29]=[CH:30][CH:31]=2)[C:26]([N:33]2[CH2:38][CH2:37][NH:36][CH2:35][CH2:34]2)=[N:25][N:24]=1)[C:17]1[CH:22]=[CH:21][CH:20]=[CH:19][CH:18]=1.C1CCC(P(C2C(C3C=CC=CC=3)=CC=CC=2)C2CCCCC2)CC1.CC([O-])(C)C.[K+], predict the reaction product. The product is: [CH2:16]([C:23]1[C:32]2[C:27](=[CH:28][CH:29]=[CH:30][CH:31]=2)[C:26]([N:33]2[CH2:38][CH2:37][N:36]([C:2]3[N:7]=[CH:6][C:5]([CH2:8][C:9]([N:11]4[CH2:15][CH2:14][CH2:13][CH2:12]4)=[O:10])=[CH:4][CH:3]=3)[CH2:35][CH2:34]2)=[N:25][N:24]=1)[C:17]1[CH:18]=[CH:19][CH:20]=[CH:21][CH:22]=1. (5) Given the reactants [C:1](=[S:6])([S:4][CH3:5])[S:2][CH3:3].[S:7]([O:12]C)([O:10][CH3:11])(=[O:9])=[O:8], predict the reaction product. The product is: [CH3:11][O:10][S:7]([O-:12])(=[O:9])=[O:8].[CH3:3][S:2][C:1](=[S+:6][CH3:11])[S:4][CH3:5]. (6) Given the reactants [CH3:1][C:2]1[C:11]2[C:6](=[CH:7][CH:8]=[CH:9][CH:10]=2)[N:5]=[C:4]([CH2:12][N:13]2[C:22](=[O:23])[C:21]3[N:20]([CH2:24][C:25]#[C:26][CH3:27])[C:19](Br)=[N:18][C:17]=3[N:16]([CH3:29])[C:14]2=[O:15])[N:3]=1.C(=O)([O-])[O-].[K+].[K+].[NH:36]1[CH2:41][CH2:40][CH2:39][C@@H:38]([NH2:42])[CH2:37]1, predict the reaction product. The product is: [CH3:27][C:26]#[C:25][CH2:24][N:20]1[C:19]([N:36]2[CH2:37][C@H:38]([NH2:42])[CH2:39][CH2:40][CH2:41]2)=[N:18][C:17]2[N:16]([CH3:29])[C:14]([N:13]([CH2:12][C:4]3[N:3]=[C:2]([CH3:1])[C:11]4[CH:10]=[CH:9][CH:8]=[CH:7][C:6]=4[N:5]=3)[C:22](=[O:23])[C:21]1=2)=[O:15]. (7) The product is: [C:1]1([C:7]([NH:10][C:11]2[O:12][C:13]([C:16]3[CH:17]=[C:18]4[C:22](=[CH:23][CH:24]=3)[N:21]([S:25]([C:28]3[CH:34]=[CH:33][C:31]([CH3:32])=[CH:30][CH:29]=3)(=[O:26])=[O:27])[CH:20]=[C:19]4[C:45]3[N:50]=[CH:49][CH:48]=[CH:47][N:46]=3)=[N:14][N:15]=2)([CH3:8])[CH3:9])[CH:2]=[CH:3][CH:4]=[CH:5][CH:6]=1. Given the reactants [C:1]1([C:7]([NH:10][C:11]2[O:12][C:13]([C:16]3[CH:17]=[C:18]4[C:22](=[CH:23][CH:24]=3)[N:21]([S:25]([C:28]3[CH:34]=[CH:33][C:31]([CH3:32])=[CH:30][CH:29]=3)(=[O:27])=[O:26])[CH:20]=[C:19]4B3OC(C)(C)C(C)(C)O3)=[N:14][N:15]=2)([CH3:9])[CH3:8])[CH:6]=[CH:5][CH:4]=[CH:3][CH:2]=1.Br[C:45]1[N:50]=[CH:49][CH:48]=[CH:47][N:46]=1.P([O-])([O-])([O-])=O.[K+].[K+].[K+].C1(P(C2CCCCC2)C2C=CC=CC=2C2C(C(C)C)=CC(C(C)C)=CC=2C(C)C)CCCCC1, predict the reaction product.